Dataset: Reaction yield outcomes from USPTO patents with 853,638 reactions. Task: Predict the reaction yield, written as a fraction of the theoretical maximum amount of product (1.0 means a 100% yield; for example, 0.34 means a 34% yield). The reactants are [CH3:1][C:2]([C:5]1[CH:6]=[C:7]([C:16]2[N:17]=[C:18]([CH2:21][NH:22][CH3:23])[S:19][CH:20]=2)[CH:8]=[C:9]([C:12]([CH3:15])([CH3:14])[CH3:13])[C:10]=1[OH:11])([CH3:4])[CH3:3].[ClH:24]. The catalyst is CCOCC. The product is [ClH:24].[CH3:4][C:2]([C:5]1[CH:6]=[C:7]([C:16]2[N:17]=[C:18]([CH2:21][NH:22][CH3:23])[S:19][CH:20]=2)[CH:8]=[C:9]([C:12]([CH3:13])([CH3:14])[CH3:15])[C:10]=1[OH:11])([CH3:1])[CH3:3]. The yield is 0.920.